This data is from Peptide-MHC class I binding affinity with 185,985 pairs from IEDB/IMGT. The task is: Regression. Given a peptide amino acid sequence and an MHC pseudo amino acid sequence, predict their binding affinity value. This is MHC class I binding data. The peptide sequence is LLRRRPYPL. The MHC is HLA-A02:06 with pseudo-sequence HLA-A02:06. The binding affinity (normalized) is 0.296.